Task: Predict the reaction yield, written as a fraction of the theoretical maximum amount of product (1.0 means a 100% yield; for example, 0.34 means a 34% yield).. Dataset: Reaction yield outcomes from USPTO patents with 853,638 reactions (1) The reactants are [NH2:1][C:2]1[C:3]([C:9]([O:11][CH3:12])=[O:10])=[N:4][C:5](Br)=[CH:6][N:7]=1.[CH3:13][C:14]1([CH3:30])[C:18]([CH3:20])([CH3:19])[O:17][B:16]([B:16]2[O:17][C:18]([CH3:20])([CH3:19])[C:14]([CH3:30])([CH3:13])[O:15]2)[O:15]1.C([O-])(=O)C.[K+]. The catalyst is O1CCOCC1.ClCCl.C1C=CC(P(C2C=CC=CC=2)[C-]2C=CC=C2)=CC=1.C1C=CC(P(C2C=CC=CC=2)[C-]2C=CC=C2)=CC=1.Cl[Pd]Cl.[Fe+2]. The product is [NH2:1][C:2]1[C:3]([C:9]([O:11][CH3:12])=[O:10])=[N:4][C:5]([B:16]2[O:17][C:18]([CH3:20])([CH3:19])[C:14]([CH3:30])([CH3:13])[O:15]2)=[CH:6][N:7]=1. The yield is 0.900. (2) The reactants are [CH:1]1([CH:4]([C:26]2[CH:27]=[N:28][C:29]([O:32][CH3:33])=[CH:30][CH:31]=2)[O:5][C:6]2[CH:23]=[CH:22][C:9]([CH2:10][NH:11][C:12]3[C:17]([N+:18]([O-:20])=[O:19])=[CH:16][C:15](I)=[CH:14][N:13]=3)=[CH:8][C:7]=2[O:24][CH3:25])[CH2:3][CH2:2]1.[CH3:34][N:35]1[CH:39]=[C:38](B2OC(C)(C)C(C)(C)O2)[CH:37]=[N:36]1.C(=O)([O-])[O-].[K+].[K+]. The catalyst is C1(C)C=CC=CC=1.O.C1C=CC(P(C2C=CC=CC=2)[C-]2C=CC=C2)=CC=1.C1C=CC(P(C2C=CC=CC=2)[C-]2C=CC=C2)=CC=1.[Cl-].[Cl-].[Fe+2].[Pd+2]. The product is [CH:1]1([CH:4]([C:26]2[CH:27]=[N:28][C:29]([O:32][CH3:33])=[CH:30][CH:31]=2)[O:5][C:6]2[CH:23]=[CH:22][C:9]([CH2:10][NH:11][C:12]3[C:17]([N+:18]([O-:20])=[O:19])=[CH:16][C:15]([C:38]4[CH:37]=[N:36][N:35]([CH3:34])[CH:39]=4)=[CH:14][N:13]=3)=[CH:8][C:7]=2[O:24][CH3:25])[CH2:3][CH2:2]1. The yield is 0.550. (3) The reactants are [CH2:1]([O:8][C:9]1[C:13]([CH:14]=O)=[CH:12][N:11]([C:16]2[CH:21]=[CH:20][CH:19]=[CH:18][CH:17]=2)[N:10]=1)[C:2]1[CH:7]=[CH:6][CH:5]=[CH:4][CH:3]=1.[CH2:22](P(=O)(OCC)OCC)[P:23](=[O:30])([O:27][CH2:28][CH3:29])[O:24][CH2:25][CH3:26].CN(C)C=O.[H-].[Na+]. The catalyst is O. The product is [CH2:1]([O:8][C:9]1[C:13](/[CH:14]=[CH:22]/[P:23](=[O:30])([O:27][CH2:28][CH3:29])[O:24][CH2:25][CH3:26])=[CH:12][N:11]([C:16]2[CH:21]=[CH:20][CH:19]=[CH:18][CH:17]=2)[N:10]=1)[C:2]1[CH:7]=[CH:6][CH:5]=[CH:4][CH:3]=1. The yield is 0.730. (4) The reactants are C(O[B:5]1[O:9][C:8]([CH3:11])([CH3:10])[C:7]([CH3:13])([CH3:12])[O:6]1)(C)C.C([Li])CCC.[F:19][C:20]1[CH:21]=[C:22]([N:27]2[CH2:32][CH2:31][O:30][CH2:29][CH2:28]2)[CH:23]=[C:24]([F:26])[CH:25]=1. No catalyst specified. The product is [F:26][C:24]1[CH:23]=[C:22]([N:27]2[CH2:32][CH2:31][O:30][CH2:29][CH2:28]2)[CH:21]=[C:20]([F:19])[C:25]=1[B:5]1[O:6][C:7]([CH3:12])([CH3:13])[C:8]([CH3:10])([CH3:11])[O:9]1. The yield is 1.00. (5) The reactants are [NH:1]1[CH2:5][CH2:4][CH:3]([CH2:6][OH:7])[CH2:2]1.[C:8](=O)([O:14]C(C)(C)C)[O:9][C:10]([CH3:13])([CH3:12])[CH3:11].C(=O)=O. The catalyst is C1COCC1. The product is [OH:7][CH2:6][CH:3]1[CH2:4][CH2:5][N:1]([C:8]([O:9][C:10]([CH3:13])([CH3:12])[CH3:11])=[O:14])[CH2:2]1. The yield is 1.00. (6) The reactants are [CH2:1]([O:3][CH:4]([O:7][CH2:8][CH3:9])[C:5]#[N:6])[CH3:2].C[O-].[Na+].[C:13](=O)=[O:14].C(=O)([O-])[O-].[Na+].[Na+]. The catalyst is CO. The product is [CH2:1]([O:3][CH:4]([O:7][CH2:8][CH3:9])[C:5](=[NH:6])[O:14][CH3:13])[CH3:2]. The yield is 0.950. (7) The reactants are C[O:2][C:3]1[CH:8]=[N:7][N:6]([CH2:9][C:10]2[CH:15]=[CH:14][C:13]([O:16][CH3:17])=[CH:12][CH:11]=2)[C:5](=[O:18])[CH:4]=1.[OH-].[Na+].CCOC(C)=O.Cl. The catalyst is C1COCC1.O. The product is [OH:2][C:3]1[CH:8]=[N:7][N:6]([CH2:9][C:10]2[CH:15]=[CH:14][C:13]([O:16][CH3:17])=[CH:12][CH:11]=2)[C:5](=[O:18])[CH:4]=1. The yield is 0.770. (8) The reactants are O=C1C2C(=CC=CC=2)C(=O)[N:3]1[O:12][CH2:13][CH2:14][NH:15][C:16](=[O:22])[O:17][C:18]([CH3:21])([CH3:20])[CH3:19].COCCON1C(=O)C2C(=CC=CC=2)C1=O. No catalyst specified. The product is [NH2:3][O:12][CH2:13][CH2:14][NH:15][C:16](=[O:22])[O:17][C:18]([CH3:20])([CH3:19])[CH3:21]. The yield is 0.580. (9) The reactants are [C:1]([C:5]1[CH:9]=[C:8]([NH2:10])[N:7]([C:11]2[C:12]([CH2:25][O:26][Si:27]([CH:34]([CH3:36])[CH3:35])([CH:31]([CH3:33])[CH3:32])[CH:28]([CH3:30])[CH3:29])=[N:13][N:14]([CH2:16][CH2:17][O:18][CH:19]3[CH2:24][CH2:23][CH2:22][CH2:21][O:20]3)[CH:15]=2)[N:6]=1)([CH3:4])([CH3:3])[CH3:2].[OH-].[Na+].[Cl:39][C:40]([Cl:47])([Cl:46])[CH2:41][O:42][C:43](Cl)=[O:44]. The catalyst is CCOC(C)=O.O. The product is [Cl:39][C:40]([Cl:47])([Cl:46])[CH2:41][O:42][C:43](=[O:44])[NH:10][C:8]1[N:7]([C:11]2[C:12]([CH2:25][O:26][Si:27]([CH:31]([CH3:33])[CH3:32])([CH:28]([CH3:29])[CH3:30])[CH:34]([CH3:36])[CH3:35])=[N:13][N:14]([CH2:16][CH2:17][O:18][CH:19]3[CH2:24][CH2:23][CH2:22][CH2:21][O:20]3)[CH:15]=2)[N:6]=[C:5]([C:1]([CH3:2])([CH3:4])[CH3:3])[CH:9]=1. The yield is 0.800. (10) The reactants are [Br:1][C:2]1[CH:8]=[C:7]([O:9]C)[C:5]([NH2:6])=[CH:4][C:3]=1[Cl:11].B(Br)(Br)Br. The catalyst is C(Cl)Cl. The product is [NH2:6][C:5]1[CH:4]=[C:3]([Cl:11])[C:2]([Br:1])=[CH:8][C:7]=1[OH:9]. The yield is 1.00.